Dataset: CYP1A2 inhibition data for predicting drug metabolism from PubChem BioAssay. Task: Regression/Classification. Given a drug SMILES string, predict its absorption, distribution, metabolism, or excretion properties. Task type varies by dataset: regression for continuous measurements (e.g., permeability, clearance, half-life) or binary classification for categorical outcomes (e.g., BBB penetration, CYP inhibition). Dataset: cyp1a2_veith. (1) The compound is Cc1noc(NS(=O)(=O)c2cccc3c(N(C)C)cccc23)c1C. The result is 0 (non-inhibitor). (2) The molecule is NS(=O)(=O)c1cc2c(cc1Cl)NC(CSCc1ccccc1)=NS2(=O)=O. The result is 0 (non-inhibitor). (3) The molecule is CC(C)(C)C(=O)Nc1ccnc(-c2cccnc2)n1. The result is 1 (inhibitor).